From a dataset of In vitro SARS-CoV-2 activity screen of 1,480 approved drugs from Prestwick library. Binary Classification. Given a drug SMILES string, predict its activity (active/inactive) in a high-throughput screening assay against a specified biological target. (1) The molecule is NNCCc1ccccc1.O=S(=O)(O)O. The result is 0 (inactive). (2) The compound is c1ccc2[nH]c(-c3cscn3)nc2c1. The result is 0 (inactive). (3) The compound is CC(C)NCC(O)c1ccc2ccccc2c1.Cl. The result is 0 (inactive). (4) The compound is Cl.O=S(=O)(c1cccc2cnccc12)N1CCCNCC1. The result is 0 (inactive). (5) The drug is CC(=O)N[C@@H]1[C@@H](N=C(N)N)C=C(C(=O)O)O[C@H]1[C@H](O)[C@H](O)CO. The result is 0 (inactive). (6) The compound is CC(C)c1c(CN(C)C(C)Cc2ccccc2)n(C)n(-c2ccccc2)c1=O. The result is 0 (inactive). (7) The compound is C=CCC1(CC(C)C)C(=O)NC(=O)NC1=O. The result is 0 (inactive). (8) The molecule is O=C(O)COC(=O)Cc1ccccc1Nc1c(Cl)cccc1Cl. The result is 0 (inactive). (9) The result is 0 (inactive). The drug is Nc1nc2[nH]cc(CCc3ccc(C(=O)N[C@@H](CCC(=O)[O-])C(=O)[O-])cc3)c2c(=O)[nH]1.[Na+].[Na+].